This data is from Full USPTO retrosynthesis dataset with 1.9M reactions from patents (1976-2016). The task is: Predict the reactants needed to synthesize the given product. Given the product [C:9]([O:15][CH2:16][N:17]1[CH:6]=[C:5]([CH2:4][CH2:3][CH2:2][C:1]([OH:8])=[O:7])[N:19]=[N:18]1)(=[O:14])[C:10]([CH3:13])([CH3:12])[CH3:11], predict the reactants needed to synthesize it. The reactants are: [C:1]([OH:8])(=[O:7])[CH2:2][CH2:3][CH2:4][C:5]#[CH:6].[C:9]([O:15][CH2:16][N:17]=[N+:18]=[N-:19])(=[O:14])[C:10]([CH3:13])([CH3:12])[CH3:11].O=C1O[C@H]([C@H](CO)O)C([O-])=C1O.[Na+].